Predict which catalyst facilitates the given reaction. From a dataset of Catalyst prediction with 721,799 reactions and 888 catalyst types from USPTO. (1) Reactant: [CH3:1][C:2]1[CH:7]=[CH:6][CH:5]=[CH:4][C:3]=1[OH:8].C([O-])([O-])=O.[K+].[K+].CN(C=O)C.Br[CH2:21][C:22]([O:24][CH2:25][CH3:26])=[O:23]. Product: [CH2:25]([O:24][C:22](=[O:23])[CH2:21][O:8][C:3]1[CH:4]=[CH:5][CH:6]=[CH:7][C:2]=1[CH3:1])[CH3:26]. The catalyst class is: 6. (2) Reactant: Cl[C:2]1[N:3]=[C:4]([NH:13][C:14]2[CH:19]=[CH:18][C:17]([N:20]3[CH2:25][CH2:24][CH:23]([N:26]4[CH2:31][CH2:30][N:29]([CH3:32])[CH2:28][CH2:27]4)[CH2:22][CH2:21]3)=[C:16]([CH3:33])[CH:15]=2)[C:5]([C:10]([NH2:12])=[O:11])=[N:6][C:7]=1[CH2:8][CH3:9].[CH2:34]([NH2:38])[CH2:35][CH2:36][NH2:37]. Product: [NH2:37][CH2:36][CH2:35][CH2:34][NH:38][C:2]1[N:3]=[C:4]([NH:13][C:14]2[CH:19]=[CH:18][C:17]([N:20]3[CH2:21][CH2:22][CH:23]([N:26]4[CH2:27][CH2:28][N:29]([CH3:32])[CH2:30][CH2:31]4)[CH2:24][CH2:25]3)=[C:16]([CH3:33])[CH:15]=2)[C:5]([C:10]([NH2:12])=[O:11])=[N:6][C:7]=1[CH2:8][CH3:9]. The catalyst class is: 60.